From a dataset of Catalyst prediction with 721,799 reactions and 888 catalyst types from USPTO. Predict which catalyst facilitates the given reaction. (1) Reactant: [C:1]([O:4][CH2:5][CH2:6][CH2:7][CH2:8][CH2:9][CH2:10][O:11][CH2:12][CH2:13][CH2:14][CH2:15][C:16]1[CH:21]=[CH:20][CH:19]=[C:18]([NH2:22])[CH:17]=1)(=[O:3])[CH3:2].[N:23]([CH2:26][C:27]([O:29][CH2:30][CH3:31])=[O:28])=[C:24]=[O:25].CO. Product: [C:1]([O:4][CH2:5][CH2:6][CH2:7][CH2:8][CH2:9][CH2:10][O:11][CH2:12][CH2:13][CH2:14][CH2:15][C:16]1[CH:17]=[C:18]([NH:22][C:24]([NH:23][CH2:26][C:27]([O:29][CH2:30][CH3:31])=[O:28])=[O:25])[CH:19]=[CH:20][CH:21]=1)(=[O:3])[CH3:2]. The catalyst class is: 2. (2) Reactant: FC(F)(F)C(O)=O.[O:8]1[C:12]2[CH:13]=[CH:14][CH:15]=[CH:16][C:11]=2[CH:10]=[C:9]1[CH:17]([NH:32][S:33]([C:36]1[CH:46]=[CH:45][C:39]2[O:40][CH2:41][CH2:42][CH2:43][O:44][C:38]=2[CH:37]=1)(=[O:35])=[O:34])[C:18]1[CH:23]=[CH:22][N:21]=[C:20]([NH:24]C(=O)OC(C)(C)C)[CH:19]=1. Product: [NH2:24][C:20]1[CH:19]=[C:18]([CH:17]([C:9]2[O:8][C:12]3[CH:13]=[CH:14][CH:15]=[CH:16][C:11]=3[CH:10]=2)[NH:32][S:33]([C:36]2[CH:46]=[CH:45][C:39]3[O:40][CH2:41][CH2:42][CH2:43][O:44][C:38]=3[CH:37]=2)(=[O:35])=[O:34])[CH:23]=[CH:22][N:21]=1. The catalyst class is: 2.